Dataset: Peptide-MHC class II binding affinity with 134,281 pairs from IEDB. Task: Regression. Given a peptide amino acid sequence and an MHC pseudo amino acid sequence, predict their binding affinity value. This is MHC class II binding data. (1) The peptide sequence is SVVVQDPKNVYQRGTHHHHHH. The MHC is DRB3_0202 with pseudo-sequence DRB3_0202. The binding affinity (normalized) is 0.583. (2) The peptide sequence is GCGSCFEIKCTKPEA. The MHC is DRB4_0101 with pseudo-sequence DRB4_0103. The binding affinity (normalized) is 0.0278.